From a dataset of Full USPTO retrosynthesis dataset with 1.9M reactions from patents (1976-2016). Predict the reactants needed to synthesize the given product. (1) Given the product [CH3:8][C:9]1([CH3:34])[CH2:18][CH2:17][C:16]([CH3:19])([CH3:20])[C:15]2[CH:14]=[C:13]([C:21]3[N:26]=[C:25]([N:27]4[CH2:32][CH2:31][CH:30]([NH:1][CH2:2][CH2:3][C@H:4]([OH:7])[CH2:5][OH:6])[CH2:29][CH2:28]4)[CH:24]=[CH:23][CH:22]=3)[CH:12]=[CH:11][C:10]1=2, predict the reactants needed to synthesize it. The reactants are: [NH2:1][CH2:2][CH2:3][C@H:4]([OH:7])[CH2:5][OH:6].[CH3:8][C:9]1([CH3:34])[CH2:18][CH2:17][C:16]([CH3:20])([CH3:19])[C:15]2[CH:14]=[C:13]([C:21]3[N:26]=[C:25]([N:27]4[CH2:32][CH2:31][C:30](=O)[CH2:29][CH2:28]4)[CH:24]=[CH:23][CH:22]=3)[CH:12]=[CH:11][C:10]1=2.Cl. (2) Given the product [Cl:1][C:2]1[CH:3]=[CH:4][C:5]([CH2:6][NH:7][C:8]([C:10]2[CH:11]=[C:12]3[C:13]([C:14](=[O:16])[N:25]([C:26]4[CH:31]=[C:30]([C:32]([OH:34])=[O:33])[CH:29]=[CH:28][N:27]=4)[C:21](=[S:22])[NH:20]3)=[CH:18][CH:19]=2)=[O:9])=[CH:23][CH:24]=1, predict the reactants needed to synthesize it. The reactants are: [Cl:1][C:2]1[CH:24]=[CH:23][C:5]([CH2:6][NH:7][C:8]([C:10]2[CH:19]=[CH:18][C:13]([C:14]([O:16]C)=O)=[C:12]([N:20]=[C:21]=[S:22])[CH:11]=2)=[O:9])=[CH:4][CH:3]=1.[NH2:25][C:26]1[CH:31]=[C:30]([C:32]([O:34]CC)=[O:33])[CH:29]=[CH:28][N:27]=1.[OH-].[Na+].